From a dataset of Full USPTO retrosynthesis dataset with 1.9M reactions from patents (1976-2016). Predict the reactants needed to synthesize the given product. Given the product [NH2:1][C:2]1[CH:3]=[CH:4][C:5]([O:8][C:20]2[C:25]([C:26]3[CH:31]=[CH:30][N:29]=[C:28]([NH:32][CH3:33])[CH:27]=3)=[CH:24][CH:23]=[CH:22][N:21]=2)=[N:6][CH:7]=1, predict the reactants needed to synthesize it. The reactants are: [NH2:1][C:2]1[CH:3]=[CH:4][C:5]([OH:8])=[N:6][CH:7]=1.CS(C)=O.C(=O)([O-])[O-].[Cs+].[Cs+].Cl[C:20]1[C:25]([C:26]2[CH:31]=[CH:30][N:29]=[C:28]([NH:32][CH3:33])[CH:27]=2)=[CH:24][CH:23]=[CH:22][N:21]=1.